From a dataset of Full USPTO retrosynthesis dataset with 1.9M reactions from patents (1976-2016). Predict the reactants needed to synthesize the given product. (1) The reactants are: [C:1]([C:3]1[C:4](Cl)=[N:5][CH:6]=[CH:7][CH:8]=1)#[N:2].[N:10]1[C:18]2[C:13](=[N:14][CH:15]=[CH:16][CH:17]=2)[S:12][C:11]=1[NH2:19].Cl[C:21]1[C:30]2[C:25](=[CH:26][CH:27]=[C:28]([OH:31])[CH:29]=2)[N:24]=[CH:23][N:22]=1. Given the product [C:1]([C:3]1[C:4]([O:31][C:28]2[CH:29]=[C:30]3[C:25](=[CH:26][CH:27]=2)[N:24]=[CH:23][N:22]=[C:21]3[NH:19][C:11]2[S:12][C:13]3[C:18]([N:10]=2)=[CH:17][CH:16]=[CH:15][N:14]=3)=[N:5][CH:6]=[CH:7][CH:8]=1)#[N:2], predict the reactants needed to synthesize it. (2) Given the product [C:1]([C:5]1[N:10]=[C:9]([O:11][C:12]2[C:17]([CH3:18])=[CH:16][C:15]([CH3:19])=[CH:14][C:13]=2[CH3:20])[C:8]([C:21]([NH:23][S:24](=[NH:43])([C:26]2[CH:31]=[CH:30][CH:29]=[C:28]([N+:32]([O-:34])=[O:33])[CH:27]=2)=[O:25])=[O:22])=[CH:7][CH:6]=1)([CH3:4])([CH3:2])[CH3:3], predict the reactants needed to synthesize it. The reactants are: [C:1]([C:5]1[N:10]=[C:9]([O:11][C:12]2[C:17]([CH3:18])=[CH:16][C:15]([CH3:19])=[CH:14][C:13]=2[CH3:20])[C:8]([C:21]([NH:23][S:24]([C:26]2[CH:31]=[CH:30][CH:29]=[C:28]([N+:32]([O-:34])=[O:33])[CH:27]=2)=[O:25])=[O:22])=[CH:7][CH:6]=1)([CH3:4])([CH3:3])[CH3:2].CC(C)([O-])C.[K+].C[Si](C)(C)[NH:43][Si](C)(C)C.ClN1C(=O)CCC1=O. (3) Given the product [CH:20]1([N:7]2[CH2:8][C:9]([F:19])([F:18])[C:10](=[O:17])[N:11]([CH2:12][C:13]([F:14])([F:15])[F:16])[C:5]3[CH:4]=[N:3][C:2]([NH:26][C:27]4[CH:42]=[CH:41][C:30]([C:31]([NH:33][CH:34]5[CH2:35][CH2:36][N:37]([CH3:40])[CH2:38][CH2:39]5)=[O:32])=[CH:29][C:28]=4[O:43][CH3:44])=[N:25][C:6]2=3)[CH2:24][CH2:23][CH2:22][CH2:21]1, predict the reactants needed to synthesize it. The reactants are: Cl[C:2]1[N:3]=[CH:4][C:5]2[N:11]([CH2:12][C:13]([F:16])([F:15])[F:14])[C:10](=[O:17])[C:9]([F:19])([F:18])[CH2:8][N:7]([CH:20]3[CH2:24][CH2:23][CH2:22][CH2:21]3)[C:6]=2[N:25]=1.[NH2:26][C:27]1[CH:42]=[CH:41][C:30]([C:31]([NH:33][CH:34]2[CH2:39][CH2:38][N:37]([CH3:40])[CH2:36][CH2:35]2)=[O:32])=[CH:29][C:28]=1[O:43][CH3:44].O.C1(C)C=CC(S(O)(=O)=O)=CC=1.C(=O)([O-])[O-].[Na+].[Na+].